From a dataset of NCI-60 drug combinations with 297,098 pairs across 59 cell lines. Regression. Given two drug SMILES strings and cell line genomic features, predict the synergy score measuring deviation from expected non-interaction effect. (1) Drug 1: CN(C)N=NC1=C(NC=N1)C(=O)N. Drug 2: C1CCC(C(C1)N)N.C(=O)(C(=O)[O-])[O-].[Pt+4]. Cell line: MALME-3M. Synergy scores: CSS=9.72, Synergy_ZIP=-4.91, Synergy_Bliss=-1.62, Synergy_Loewe=-23.6, Synergy_HSA=-3.75. (2) Drug 1: CC1OCC2C(O1)C(C(C(O2)OC3C4COC(=O)C4C(C5=CC6=C(C=C35)OCO6)C7=CC(=C(C(=C7)OC)O)OC)O)O. Drug 2: CC(C)NC(=O)C1=CC=C(C=C1)CNNC.Cl. Synergy scores: CSS=41.0, Synergy_ZIP=0.398, Synergy_Bliss=0.283, Synergy_Loewe=-36.4, Synergy_HSA=-2.53. Cell line: HCT-15. (3) Drug 1: CCCCCOC(=O)NC1=NC(=O)N(C=C1F)C2C(C(C(O2)C)O)O. Drug 2: CC(C)NC(=O)C1=CC=C(C=C1)CNNC.Cl. Cell line: MDA-MB-231. Synergy scores: CSS=1.99, Synergy_ZIP=-1.73, Synergy_Bliss=-2.02, Synergy_Loewe=-0.992, Synergy_HSA=-0.870. (4) Drug 1: CN(C)N=NC1=C(NC=N1)C(=O)N. Drug 2: CN(CC1=CN=C2C(=N1)C(=NC(=N2)N)N)C3=CC=C(C=C3)C(=O)NC(CCC(=O)O)C(=O)O. Cell line: MCF7. Synergy scores: CSS=25.9, Synergy_ZIP=2.35, Synergy_Bliss=3.23, Synergy_Loewe=-5.04, Synergy_HSA=1.40. (5) Drug 1: C1CCC(CC1)NC(=O)N(CCCl)N=O. Drug 2: CCC(=C(C1=CC=CC=C1)C2=CC=C(C=C2)OCCN(C)C)C3=CC=CC=C3.C(C(=O)O)C(CC(=O)O)(C(=O)O)O. Cell line: RXF 393. Synergy scores: CSS=10.4, Synergy_ZIP=-1.51, Synergy_Bliss=-1.58, Synergy_Loewe=-3.63, Synergy_HSA=-3.24.